The task is: Predict the reactants needed to synthesize the given product.. This data is from Full USPTO retrosynthesis dataset with 1.9M reactions from patents (1976-2016). (1) Given the product [F:11][C:10]1[C:2]([NH:16][C:15]2[CH:17]=[CH:18][C:19]([C:21]#[C:22][CH2:23][CH2:24][O:25][CH:26]3[CH2:31][CH2:30][CH2:29][CH2:28][O:27]3)=[CH:20][C:14]=2[F:13])=[C:3]([CH:7]=[CH:8][C:9]=1[F:12])[C:4]([OH:6])=[O:5], predict the reactants needed to synthesize it. The reactants are: F[C:2]1[C:10]([F:11])=[C:9]([F:12])[CH:8]=[CH:7][C:3]=1[C:4]([OH:6])=[O:5].[F:13][C:14]1[CH:20]=[C:19]([C:21]#[C:22][CH2:23][CH2:24][O:25][CH:26]2[CH2:31][CH2:30][CH2:29][CH2:28][O:27]2)[CH:18]=[CH:17][C:15]=1[NH2:16].[Li+].C[Si]([N-][Si](C)(C)C)(C)C. (2) Given the product [O:10]1[C:9]2[CH:8]=[CH:7][C:6]([C:12]([C:22]3[CH:21]=[C:20]([O:24][CH3:25])[CH:19]=[C:18]([O:28][CH3:27])[CH:17]=3)=[CH:13][C:14]#[N:15])=[CH:5][C:4]=2[O:3][CH2:1][CH2:11]1.[NH2:23][C:21]1[CH:22]=[CH:17][C:18]([C:12]([C:6]2[CH:7]=[CH:8][C:9]([O:10][CH3:11])=[C:4]([O:3][CH2:1][CH3:2])[CH:5]=2)=[CH:13][C:14]#[N:15])=[CH:19][C:20]=1[O:24][CH3:25], predict the reactants needed to synthesize it. The reactants are: [CH2:1]([O:3][C:4]1[CH:5]=[C:6](/[CH:12]=[CH:13]/[C:14]#[N:15])[CH:7]=[CH:8][C:9]=1[O:10][CH3:11])[CH3:2].I[C:17]1[CH:18]=[CH:19][C:20]([O:24][CH3:25])=[C:21]([NH2:23])[CH:22]=1.C[C:27]([O-])=[O:28].[K+]. (3) Given the product [CH:8]([CH:7]=[N+:5]([CH:2]([CH3:4])[CH3:3])[O-:6])=[CH:9][C:10]1[CH:15]=[CH:14][CH:13]=[CH:12][CH:11]=1, predict the reactants needed to synthesize it. The reactants are: Cl.[CH:2]([NH:5][OH:6])([CH3:4])[CH3:3].[CH:7](=O)/[CH:8]=[CH:9]/[C:10]1[CH:15]=[CH:14][CH:13]=[CH:12][CH:11]=1.C(Cl)Cl.C(=O)([O-])[O-].[Na+].[Na+]. (4) Given the product [Cl:1][C:2]1[CH:3]=[C:4]([C:8]#[C:9][C:10]2[N:11]=[C:12]([CH3:15])[N:13]([C:17]3[N:22]=[C:21]([C:23]([F:26])([F:25])[F:24])[CH:20]=[CH:19][N:18]=3)[CH:14]=2)[CH:5]=[CH:6][CH:7]=1, predict the reactants needed to synthesize it. The reactants are: [Cl:1][C:2]1[CH:3]=[C:4]([C:8]#[C:9][C:10]2[N:11]=[C:12]([CH3:15])[NH:13][CH:14]=2)[CH:5]=[CH:6][CH:7]=1.Cl[C:17]1[N:22]=[C:21]([C:23]([F:26])([F:25])[F:24])[CH:20]=[CH:19][N:18]=1. (5) Given the product [CH2:24]([C:5]1[N:6]([CH2:9][C:10]2[CH:15]=[CH:14][C:13]([C:16]3[C:17]([C:22]#[N:23])=[CH:18][CH:19]=[CH:20][CH:21]=3)=[CH:12][CH:11]=2)[C:7](=[O:8])[C:2]([C:36]2[CH:37]=[CH:38][C:32]3[O:31][C:30]([CH3:29])([CH3:42])[CH2:34][C:33]=3[CH:35]=2)=[C:3]([CH3:28])[N:4]=1)[CH2:25][CH2:26][CH3:27], predict the reactants needed to synthesize it. The reactants are: Br[C:2]1[C:7](=[O:8])[N:6]([CH2:9][C:10]2[CH:15]=[CH:14][C:13]([C:16]3[C:17]([C:22]#[N:23])=[CH:18][CH:19]=[CH:20][CH:21]=3)=[CH:12][CH:11]=2)[C:5]([CH2:24][CH2:25][CH2:26][CH3:27])=[N:4][C:3]=1[CH3:28].[CH3:29][C:30]1([CH3:42])[CH2:34][C:33]2[CH:35]=[C:36](B(O)O)[CH:37]=[CH:38][C:32]=2[O:31]1.C(=O)([O-])[O-].[Cs+].[Cs+]. (6) Given the product [NH2:29][C:20]1[C:19]2[N:18]=[C:17]([C:30]3[CH:35]=[CH:34][CH:33]=[CH:32][CH:31]=3)[N:16]([CH2:15][CH2:14][CH2:13][CH2:12][NH:11][C:9]([NH:8][C:5]3[CH:6]=[CH:7][C:2]([F:1])=[CH:3][CH:4]=3)=[O:10])[C:28]=2[C:27]2[CH:26]=[CH:25][CH:24]=[CH:23][C:22]=2[N:21]=1, predict the reactants needed to synthesize it. The reactants are: [F:1][C:2]1[CH:7]=[CH:6][C:5]([N:8]=[C:9]=[O:10])=[CH:4][CH:3]=1.[NH2:11][CH2:12][CH2:13][CH2:14][CH2:15][N:16]1[C:28]2[C:27]3[CH:26]=[CH:25][CH:24]=[CH:23][C:22]=3[N:21]=[C:20]([NH2:29])[C:19]=2[N:18]=[C:17]1[C:30]1[CH:35]=[CH:34][CH:33]=[CH:32][CH:31]=1. (7) Given the product [CH:1]1[C:11]2=[C:12]3[C:7](=[CH:8][C:9]([C@H:13]4[C@H:17]([C:18]5[C:26]6[C:21](=[CH:22][CH:23]=[CH:24][CH:25]=6)[NH:20][CH:19]=5)[C:16](=[O:27])[NH:15][C:14]4=[O:28])=[CH:10]2)[CH2:6][CH2:5][CH2:4][N:3]3[CH:2]=1, predict the reactants needed to synthesize it. The reactants are: [CH:1]1[C:11]2=[C:12]3[C:7](=[CH:8][C:9]([C@H:13]4[C@@H:17]([C:18]5[C:26]6[C:21](=[CH:22][CH:23]=[CH:24][CH:25]=6)[NH:20][CH:19]=5)[C:16](=[O:27])[NH:15][C:14]4=[O:28])=[CH:10]2)[CH2:6][CH2:5][CH2:4][N:3]3[CH:2]=1.CC(C)([O-])C.[K+]. (8) Given the product [Cl:1][C:2]1[CH:27]=[CH:26][C:5]([O:6][CH2:7][C:8]([N:10]2[CH2:15][C@@H:14]([CH3:16])[N:13]([CH2:17][C:18]3[CH:23]=[CH:22][C:21]([F:24])=[CH:20][CH:19]=3)[CH2:12][C@@H:11]2[CH3:25])=[O:9])=[C:4]([C:28]([NH:40][CH3:39])=[O:30])[CH:3]=1, predict the reactants needed to synthesize it. The reactants are: [Cl:1][C:2]1[CH:27]=[CH:26][C:5]([O:6][CH2:7][C:8]([N:10]2[CH2:15][C@@H:14]([CH3:16])[N:13]([CH2:17][C:18]3[CH:23]=[CH:22][C:21]([F:24])=[CH:20][CH:19]=3)[CH2:12][C@@H:11]2[CH3:25])=[O:9])=[C:4]([C:28]([OH:30])=O)[CH:3]=1.ClC(OCC(C)C)=O.[CH3:39][N:40]1CCOCC1.CN.O1CCCC1. (9) Given the product [Cl:1][C:2]1[CH:7]=[CH:6][C:5]([CH:8]([C:36]2[CH:37]=[CH:38][C:39]([Cl:42])=[CH:40][CH:41]=2)[C:9]2[CH:10]=[C:11]3[C:16](=[CH:17][CH:18]=2)[N:15]=[CH:14][N:13]=[C:12]3[NH:19][CH:20]2[CH2:21][CH2:22][N:23]([C:26]3[CH:35]=[CH:34][C:29]([C:30]([OH:32])=[O:31])=[CH:28][CH:27]=3)[CH2:24][CH2:25]2)=[CH:4][CH:3]=1, predict the reactants needed to synthesize it. The reactants are: [Cl:1][C:2]1[CH:7]=[CH:6][C:5]([CH:8]([C:36]2[CH:41]=[CH:40][C:39]([Cl:42])=[CH:38][CH:37]=2)[C:9]2[CH:10]=[C:11]3[C:16](=[CH:17][CH:18]=2)[N:15]=[CH:14][N:13]=[C:12]3[NH:19][CH:20]2[CH2:25][CH2:24][N:23]([C:26]3[CH:35]=[CH:34][C:29]([C:30]([O:32]C)=[O:31])=[CH:28][CH:27]=3)[CH2:22][CH2:21]2)=[CH:4][CH:3]=1.[OH-].[Na+].Cl.